Dataset: Catalyst prediction with 721,799 reactions and 888 catalyst types from USPTO. Task: Predict which catalyst facilitates the given reaction. (1) Reactant: [O:1]1[C:10]2[C:5](=[CH:6][CH:7]=[CH:8][CH:9]=2)[C:4](=O)[CH2:3][CH2:2]1.C([O-])(=O)C.[Na+].Cl.[NH2:18][OH:19].C(=O)(O)[O-].[Na+]. Product: [O:1]1[C:10]2[C:5](=[CH:6][CH:7]=[CH:8][CH:9]=2)/[C:4](=[N:18]/[OH:19])/[CH2:3][CH2:2]1. The catalyst class is: 40. (2) Reactant: F[C:2]1[CH:9]=[CH:8][C:5]([C:6]#[N:7])=[CH:4][CH:3]=1.[C:10]1([SH:16])[CH:15]=[CH:14][CH:13]=[CH:12][CH:11]=1.C(=O)([O-])[O-].[K+].[K+]. Product: [C:10]1([S:16][C:2]2[CH:9]=[CH:8][C:5]([C:6]#[N:7])=[CH:4][CH:3]=2)[CH:15]=[CH:14][CH:13]=[CH:12][CH:11]=1. The catalyst class is: 9. (3) Reactant: [Br:1][C:2]1[C:7](=[O:8])[N:6]2[C:9]([CH3:12])=[CH:10][S:11][C:5]2=[N:4][C:3]=1[CH:13](Br)[CH3:14].[N-:16]=[N+:17]=[N-:18].[Na+]. Product: [N:16]([CH:13]([C:3]1[N:4]=[C:5]2[S:11][CH:10]=[C:9]([CH3:12])[N:6]2[C:7](=[O:8])[C:2]=1[Br:1])[CH3:14])=[N+:17]=[N-:18]. The catalyst class is: 508. (4) Reactant: [NH2:1][C:2](=[O:20])[C@@H:3]([NH:12]C(=O)OC(C)(C)C)[CH2:4][C:5]1[CH:6]=[N:7][C:8]([Br:11])=[CH:9][CH:10]=1.C(O)(C(F)(F)F)=O. Product: [NH2:12][C@@H:3]([CH2:4][C:5]1[CH:6]=[N:7][C:8]([Br:11])=[CH:9][CH:10]=1)[C:2]([NH2:1])=[O:20]. The catalyst class is: 2. (5) Reactant: Cl.FC1C=C(C=CC=1)CN1C=C(C2C3C(=NC=C(C4C=CC(C5CCNCC5)=CC=4)C=3)N(S(C3C=CC(C)=CC=3)(=O)=O)C=2)C=N1.[CH2:46]([N:53]1[CH:57]=[C:56]([C:58]2[C:66]3[C:61](=[N:62][CH:63]=[C:64]([C:67]4[CH:72]=[CH:71][C:70]([N:73]5[CH2:78][CH2:77][N:76]([CH2:79][C@@H:80]([OH:82])[CH3:81])[CH2:75][CH2:74]5)=[CH:69][CH:68]=4)[CH:65]=3)[N:60](S(C3C=CC(C)=CC=3)(=O)=O)[CH:59]=2)[CH:55]=[N:54]1)[C:47]1[CH:52]=[CH:51][CH:50]=[CH:49][CH:48]=1.[OH-].[Li+]. Product: [CH2:46]([N:53]1[CH:57]=[C:56]([C:58]2[C:66]3[C:61](=[N:62][CH:63]=[C:64]([C:67]4[CH:68]=[CH:69][C:70]([N:73]5[CH2:74][CH2:75][N:76]([CH2:79][C@@H:80]([OH:82])[CH3:81])[CH2:77][CH2:78]5)=[CH:71][CH:72]=4)[CH:65]=3)[NH:60][CH:59]=2)[CH:55]=[N:54]1)[C:47]1[CH:52]=[CH:51][CH:50]=[CH:49][CH:48]=1. The catalyst class is: 87. (6) Reactant: [CH:1]1([CH:7]([NH:18][C:19]2[CH:24]=[CH:23][C:22]([C:25]([NH:27][CH2:28][CH2:29][C:30]([O:32]CC)=[O:31])=[O:26])=[CH:21][CH:20]=2)[C:8]2[O:16][C:15]3[C:10](=[N:11][CH:12]=[CH:13][CH:14]=3)[C:9]=2[CH3:17])[CH2:6][CH2:5][CH2:4][CH2:3][CH2:2]1.O1CCCC1.[OH-].[Na+]. Product: [CH:1]1([CH:7]([NH:18][C:19]2[CH:20]=[CH:21][C:22]([C:25]([NH:27][CH2:28][CH2:29][C:30]([OH:32])=[O:31])=[O:26])=[CH:23][CH:24]=2)[C:8]2[O:16][C:15]3[C:10](=[N:11][CH:12]=[CH:13][CH:14]=3)[C:9]=2[CH3:17])[CH2:6][CH2:5][CH2:4][CH2:3][CH2:2]1. The catalyst class is: 8.